From a dataset of Reaction yield outcomes from USPTO patents with 853,638 reactions. Predict the reaction yield, written as a fraction of the theoretical maximum amount of product (1.0 means a 100% yield; for example, 0.34 means a 34% yield). The yield is 0.440. The product is [F:42][C:33]1[CH:34]=[C:35]([S:38]([NH2:41])(=[O:39])=[O:40])[CH:36]=[CH:37][C:32]=1[C:11]1[CH:12]=[CH:13][CH:14]=[C:9]([C:7]2[N:8]=[C:4]([CH:1]([CH3:2])[CH3:3])[NH:5][C:6]=2[C:24]2[CH:29]=[CH:28][CH:27]=[C:26]([CH3:30])[N:25]=2)[CH:10]=1. The catalyst is COCCOC.C(OCC)(=O)C. The reactants are [CH:1]([C:4]1[NH:5][C:6]([C:24]2[CH:29]=[CH:28][CH:27]=[C:26]([CH3:30])[N:25]=2)=[C:7]([C:9]2[CH:14]=[CH:13][CH:12]=[C:11](B3OC(C)(C)C(C)(C)O3)[CH:10]=2)[N:8]=1)([CH3:3])[CH3:2].Br[C:32]1[CH:37]=[CH:36][C:35]([S:38]([NH2:41])(=[O:40])=[O:39])=[CH:34][C:33]=1[F:42].